Dataset: Forward reaction prediction with 1.9M reactions from USPTO patents (1976-2016). Task: Predict the product of the given reaction. (1) Given the reactants [C:1]1([C:13]2[CH:18]=[CH:17][CH:16]=[CH:15][CH:14]=2)[CH:6]=[CH:5][CH:4]=[C:3]([NH:7][CH2:8][CH2:9][C:10]([OH:12])=O)[CH:2]=1.[CH3:19][CH:20]1[CH2:25][CH2:24][CH2:23][CH2:22][NH:21]1.C(N(CC)CC)C, predict the reaction product. The product is: [C:1]1([C:13]2[CH:18]=[CH:17][CH:16]=[CH:15][CH:14]=2)[CH:6]=[CH:5][CH:4]=[C:3]([NH:7][CH2:8][CH2:9][C:10]([N:21]2[CH2:22][CH2:23][CH2:24][CH2:25][CH:20]2[CH3:19])=[O:12])[CH:2]=1. (2) Given the reactants [OH:1]O.[F:3][C:4]([F:29])([CH:26]([F:28])[F:27])[CH2:5][O:6][C:7]1[C:12]([C:13]([F:16])([F:15])[F:14])=[CH:11][C:10](B2OC(C)(C)C(C)(C)O2)=[CH:9][N:8]=1, predict the reaction product. The product is: [F:3][C:4]([F:29])([CH:26]([F:28])[F:27])[CH2:5][O:6][C:7]1[N:8]=[CH:9][C:10]([OH:1])=[CH:11][C:12]=1[C:13]([F:16])([F:15])[F:14]. (3) Given the reactants [Br:1][C:2]1[CH:3]=[CH:4][C:5]([OH:18])=[C:6]([C:8](=[O:17])[CH2:9][C:10]2[CH:15]=[CH:14][CH:13]=[CH:12][C:11]=2[F:16])[CH:7]=1.[C:19]([O-])(=O)[CH3:20].[Na+], predict the reaction product. The product is: [Br:1][C:2]1[CH:7]=[C:6]2[C:5](=[CH:4][CH:3]=1)[O:18][C:19]([CH3:20])=[C:9]([C:10]1[CH:15]=[CH:14][CH:13]=[CH:12][C:11]=1[F:16])[C:8]2=[O:17]. (4) Given the reactants Cl[CH2:2][C:3]([NH:5][C:6]1[CH:7]=[N:8][C:9]([N:12]2[C:16]([CH:17]3[CH2:19][CH2:18]3)=[CH:15][C:14]([C:20]([F:23])([F:22])[F:21])=[N:13]2)=[CH:10][CH:11]=1)=[O:4].[NH:24]1[C:28]2[CH:29]=[CH:30][CH:31]=[CH:32][C:27]=2[N:26]=[N:25]1.[H-].[Na+].O, predict the reaction product. The product is: [N:24]1([CH2:2][C:3]([NH:5][C:6]2[CH:7]=[N:8][C:9]([N:12]3[C:16]([CH:17]4[CH2:19][CH2:18]4)=[CH:15][C:14]([C:20]([F:23])([F:22])[F:21])=[N:13]3)=[CH:10][CH:11]=2)=[O:4])[C:28]2[CH:29]=[CH:30][CH:31]=[CH:32][C:27]=2[N:26]=[N:25]1. (5) Given the reactants Br[CH2:2][CH2:3][CH2:4][CH2:5][CH2:6][CH2:7][CH2:8][CH2:9][OH:10].[CH2:11]([NH:18][CH3:19])[C:12]1[CH:17]=[CH:16][CH:15]=[CH:14][CH:13]=1.C(=O)([O-])[O-].[K+].[K+], predict the reaction product. The product is: [CH2:11]([N:18]([CH2:2][CH2:3][CH2:4][CH2:5][CH2:6][CH2:7][CH2:8][CH2:9][OH:10])[CH3:19])[C:12]1[CH:17]=[CH:16][CH:15]=[CH:14][CH:13]=1. (6) Given the reactants [F:1][C:2]([F:14])([F:13])[C:3]1[CH:8]=[CH:7][C:6]([CH2:9][C:10]([OH:12])=O)=[CH:5][CH:4]=1.[CH3:15][NH:16][C@H:17]1[CH2:36][N:21]2[C:22]3[C:27]([C:28]([CH2:29][C:30]([O:32]CCC)=[O:31])=[C:20]2[CH2:19][CH2:18]1)=[CH:26][CH:25]=[CH:24][CH:23]=3, predict the reaction product. The product is: [CH3:15][N:16]([C:10](=[O:12])[CH2:9][C:6]1[CH:5]=[CH:4][C:3]([C:2]([F:1])([F:14])[F:13])=[CH:8][CH:7]=1)[C@H:17]1[CH2:36][N:21]2[C:22]3[C:27]([C:28]([CH2:29][C:30]([OH:32])=[O:31])=[C:20]2[CH2:19][CH2:18]1)=[CH:26][CH:25]=[CH:24][CH:23]=3. (7) Given the reactants Br[C:2]1[CH:3]=[C:4]([NH:9][S:10]([CH3:13])(=[O:12])=[O:11])[C:5]([Cl:8])=[N:6][CH:7]=1.[CH3:14][O:15][C:16]1[CH:25]=[C:24]2[C:19]([C:20]([N:26]3[CH2:32][C:31]4[CH:33]=[C:34](B(O)O)[CH:35]=[CH:36][C:30]=4[O:29][CH2:28][CH2:27]3)=[N:21][CH:22]=[N:23]2)=[CH:18][CH:17]=1, predict the reaction product. The product is: [Cl:8][C:5]1[C:4]([NH:9][S:10]([CH3:13])(=[O:12])=[O:11])=[CH:3][C:2]([C:34]2[CH:35]=[CH:36][C:30]3[O:29][CH2:28][CH2:27][N:26]([C:20]4[C:19]5[C:24](=[CH:25][C:16]([O:15][CH3:14])=[CH:17][CH:18]=5)[N:23]=[CH:22][N:21]=4)[CH2:32][C:31]=3[CH:33]=2)=[CH:7][N:6]=1. (8) Given the reactants Br[C:2]1[N:7]=[C:6]([NH:8][CH2:9][CH:10]2[CH2:15][CH2:14][O:13][CH2:12][CH2:11]2)[C:5]([Cl:16])=[CH:4][C:3]=1[Cl:17].[Cl:18][C:19]1[C:20](B(O)O)=[CH:21][C:22]([F:25])=[N:23][CH:24]=1, predict the reaction product. The product is: [Cl:17][C:3]1[C:2]([C:20]2[C:19]([Cl:18])=[CH:24][N:23]=[C:22]([F:25])[CH:21]=2)=[N:7][C:6]([NH:8][CH2:9][CH:10]2[CH2:15][CH2:14][O:13][CH2:12][CH2:11]2)=[C:5]([Cl:16])[CH:4]=1. (9) Given the reactants [CH3:1][C:2]1[N:3]=[C:4]([N:12]2[CH2:16][CH2:15][NH:14][C:13]2=[O:17])[S:5][C:6]=1[C:7]([O:9][CH2:10][CH3:11])=[O:8].[F:18][CH:19]([F:27])[C:20]1[O:24][C:23]([CH2:25]O)=[CH:22][CH:21]=1.N(C(N(C)C)=O)=NC(N(C)C)=O, predict the reaction product. The product is: [F:18][CH:19]([F:27])[C:20]1[O:24][C:23]([CH2:25][N:14]2[CH2:15][CH2:16][N:12]([C:4]3[S:5][C:6]([C:7]([O:9][CH2:10][CH3:11])=[O:8])=[C:2]([CH3:1])[N:3]=3)[C:13]2=[O:17])=[CH:22][CH:21]=1.